This data is from Reaction yield outcomes from USPTO patents with 853,638 reactions. The task is: Predict the reaction yield, written as a fraction of the theoretical maximum amount of product (1.0 means a 100% yield; for example, 0.34 means a 34% yield). (1) The reactants are [C:1]([C:4]1[C:5]([OH:15])=[C:6]([CH:13]=O)[C:7]2[O:11][CH2:10][O:9][C:8]=2[CH:12]=1)(=[O:3])[CH3:2].[C:16]([N:23]1[CH2:28][CH2:27][NH:26][CH2:25][CH2:24]1)([O:18][C:19]([CH3:22])([CH3:21])[CH3:20])=[O:17].C(O[BH-](OC(=O)C)OC(=O)C)(=O)C.[Na+]. The catalyst is C(Cl)Cl. The product is [C:1]([C:4]1[C:5]([OH:15])=[C:6]([CH2:13][N:26]2[CH2:25][CH2:24][N:23]([C:16]([O:18][C:19]([CH3:22])([CH3:21])[CH3:20])=[O:17])[CH2:28][CH2:27]2)[C:7]2[O:11][CH2:10][O:9][C:8]=2[CH:12]=1)(=[O:3])[CH3:2]. The yield is 0.710. (2) The catalyst is O1CCOCC1.CCOCC. The reactants are [Cl:1][CH2:2][CH2:3][O:4][C:5]1[CH:12]=[CH:11][C:8]([CH2:9]O)=[CH:7][CH:6]=1.S(Br)([Br:15])=O. The product is [Cl:1][CH2:2][CH2:3][O:4][C:5]1[CH:12]=[CH:11][C:8]([CH2:9][Br:15])=[CH:7][CH:6]=1. The yield is 0.580.